Dataset: Reaction yield outcomes from USPTO patents with 853,638 reactions. Task: Predict the reaction yield, written as a fraction of the theoretical maximum amount of product (1.0 means a 100% yield; for example, 0.34 means a 34% yield). (1) The reactants are [CH:1]([C:3]1[CH:11]=[CH:10][C:6]2[O:7][CH2:8][O:9][C:5]=2[CH:4]=1)=[CH2:2]. The catalyst is CO.[Pd]. The product is [CH2:1]([C:3]1[CH:11]=[CH:10][C:6]2[O:7][CH2:8][O:9][C:5]=2[CH:4]=1)[CH3:2]. The yield is 0.500. (2) The reactants are [N:1]1[CH:6]=[CH:5][CH:4]=[C:3]([C:7]2[CH:8]=[C:9]3[C:15]([Sn](C)(C)C)=[N:14][N:13]([CH2:20][O:21][CH2:22][CH2:23][Si:24]([CH3:27])([CH3:26])[CH3:25])[C:10]3=[CH:11][N:12]=2)[CH:2]=1.[Br:28][C:29]1[CH:34]=[CH:33][CH:32]=[C:31](Br)[N:30]=1. No catalyst specified. The product is [Br:28][C:29]1[N:30]=[C:31]([C:15]2[C:9]3[C:10](=[CH:11][N:12]=[C:7]([C:3]4[CH:2]=[N:1][CH:6]=[CH:5][CH:4]=4)[CH:8]=3)[N:13]([CH2:20][O:21][CH2:22][CH2:23][Si:24]([CH3:27])([CH3:26])[CH3:25])[N:14]=2)[CH:32]=[CH:33][CH:34]=1. The yield is 0.670.